From a dataset of Reaction yield outcomes from USPTO patents with 853,638 reactions. Predict the reaction yield, written as a fraction of the theoretical maximum amount of product (1.0 means a 100% yield; for example, 0.34 means a 34% yield). (1) The reactants are O.Cl.[NH:3]1[CH2:8][CH2:7][C:6](=[O:9])[CH2:5][CH2:4]1.[CH3:10][O:11][CH2:12][CH2:13]Br.C([O-])([O-])=O.[K+].[K+]. The catalyst is CC#N. The product is [CH3:10][O:11][CH2:12][CH2:13][N:3]1[CH2:8][CH2:7][C:6](=[O:9])[CH2:5][CH2:4]1. The yield is 0.180. (2) The reactants are C[O:2][C:3](=O)[C@@H:4]([NH:16][S:17]([C:20]1[CH:25]=[CH:24][C:23]([Cl:26])=[CH:22][CH:21]=1)(=[O:19])=[O:18])[CH:5]([CH2:11][C:12]([F:15])([F:14])[F:13])[CH2:6][C:7]([F:10])([F:9])[F:8].[Li+].[BH4-]. The catalyst is C1COCC1.CCOC(C)=O.CCCCCCC. The product is [Cl:26][C:23]1[CH:24]=[CH:25][C:20]([S:17]([NH:16][C@H:4]([CH2:3][OH:2])[CH:5]([CH2:6][C:7]([F:8])([F:9])[F:10])[CH2:11][C:12]([F:14])([F:13])[F:15])(=[O:18])=[O:19])=[CH:21][CH:22]=1. The yield is 0.720. (3) The reactants are Br[C:2]1[CH:3]=[CH:4][C:5](O)=[C:6]([C:8]2[CH:17]=[CH:16][C:15]3[C:10](=[CH:11][CH:12]=[C:13]([C:18]4[N:22]([CH:23]5[CH2:28][CH2:27][CH2:26][CH2:25][CH2:24]5)[C:21]5[CH:29]=[CH:30][C:31]([C:33]([OH:35])=[O:34])=[CH:32][C:20]=5[N:19]=4)[CH:14]=3)[N:9]=2)[CH:7]=1.C([O:39][C:40](C1C=CC2N(C3CCCCC3)C(C3C=CC(N)=C(C=O)C=3)=NC=2C=1)=[O:41])C.O1C2C=CC(C(=O)C)=CC=2OC1.[OH-].[K+]. The catalyst is C(O)C. The product is [O:39]1[C:3]2[CH:4]=[CH:5][C:6]([C:8]3[CH:17]=[CH:16][C:15]4[C:10](=[CH:11][CH:12]=[C:13]([C:18]5[N:22]([CH:23]6[CH2:24][CH2:25][CH2:26][CH2:27][CH2:28]6)[C:21]6[CH:29]=[CH:30][C:31]([C:33]([OH:35])=[O:34])=[CH:32][C:20]=6[N:19]=5)[CH:14]=4)[N:9]=3)=[CH:7][C:2]=2[O:41][CH2:40]1. The yield is 0.240. (4) The reactants are [OH-].[Na+].[CH2:3]([O:14][C:15]1[CH:16]=[C:17]([CH:22]=[CH:23][CH:24]=1)[C:18]([O:20]C)=[O:19])[CH2:4][CH2:5][C:6]#[C:7][CH2:8][CH2:9][CH2:10][CH2:11][CH2:12][CH3:13]. The catalyst is CO. The product is [CH2:3]([O:14][C:15]1[CH:16]=[C:17]([CH:22]=[CH:23][CH:24]=1)[C:18]([OH:20])=[O:19])[CH2:4][CH2:5][C:6]#[C:7][CH2:8][CH2:9][CH2:10][CH2:11][CH2:12][CH3:13]. The yield is 0.990. (5) The reactants are FC(F)C1NC2C=CC=CC=2N=1.FC(F)C1N(C2N=C(N3CCOCC3)C=C(N3CCOCC3)N=2)C2C=CC([N+]([O-])=O)=CC=2N=1.[F:46][CH:47]([F:78])[C:48]1[N:52]([C:53]2[N:58]=[C:57]([N:59]3[CH2:64][CH2:63][O:62][CH2:61][CH2:60]3)[CH:56]=[C:55]([N:65]3[CH2:70][CH2:69][O:68][CH2:67][CH2:66]3)[N:54]=2)[C:51]2[CH:71]=[C:72]([N+:75]([O-])=O)[CH:73]=[CH:74][C:50]=2[N:49]=1. No catalyst specified. The product is [NH2:75][C:72]1[CH:73]=[CH:74][C:50]2[N:49]=[C:48]([CH:47]([F:46])[F:78])[N:52]([C:53]3[N:58]=[C:57]([N:59]4[CH2:64][CH2:63][O:62][CH2:61][CH2:60]4)[CH:56]=[C:55]([N:65]4[CH2:70][CH2:69][O:68][CH2:67][CH2:66]4)[N:54]=3)[C:51]=2[CH:71]=1. The yield is 0.880. (6) The reactants are [CH3:1][C:2]1[N:3]=[C:4]([NH:7][C:8]2[CH:13]=[C:12]([O:14][C:15]3[CH:16]=[C:17]([CH:21]=[CH:22][CH:23]=3)[C:18]([OH:20])=O)[CH:11]=[CH:10][N:9]=2)[S:5][CH:6]=1.C(N(CC)CC)C.C([Cl:36])(=O)OCC.[N:37]1([CH2:42][CH2:43][NH2:44])[CH2:41][CH2:40][CH2:39][CH2:38]1. The catalyst is C1COCC1. The product is [ClH:36].[ClH:36].[CH3:1][C:2]1[N:3]=[C:4]([NH:7][C:8]2[CH:13]=[C:12]([O:14][C:15]3[CH:16]=[C:17]([CH:21]=[CH:22][CH:23]=3)[C:18]([NH:44][CH2:43][CH2:42][N:37]3[CH2:41][CH2:40][CH2:39][CH2:38]3)=[O:20])[CH:11]=[CH:10][N:9]=2)[S:5][CH:6]=1. The yield is 0.575. (7) The reactants are [CH3:1][O:2][C:3]1[CH:4]=[C:5]2[C:10](=[CH:11][C:12]=1[O:13][CH3:14])[N:9]=[CH:8][N:7]=[C:6]2[O:15][C:16]1[CH:22]=[CH:21][C:19]([NH2:20])=[CH:18][CH:17]=1.Cl[C:24](Cl)([O:26]C(=O)OC(Cl)(Cl)Cl)Cl.[CH3:35][CH2:36][CH2:37][CH2:38][CH:39]([OH:44])[CH2:40][CH2:41][CH2:42][CH3:43].C(=O)(O)[O-].[Na+]. The catalyst is C(Cl)Cl.C(N(CC)CC)C.C1(C)C=CC=CC=1. The product is [CH3:1][O:2][C:3]1[CH:4]=[C:5]2[C:10](=[CH:11][C:12]=1[O:13][CH3:14])[N:9]=[CH:8][N:7]=[C:6]2[O:15][C:16]1[CH:22]=[CH:21][C:19]([NH:20][C:24](=[O:26])[O:44][CH:39]([CH2:40][CH2:41][CH2:42][CH3:43])[CH2:38][CH2:37][CH2:36][CH3:35])=[CH:18][CH:17]=1. The yield is 0.440. (8) The reactants are [CH3:1][C@H:2]([CH:6]=[CH2:7])[C:3](O)=[O:4].[C:8]([O:12][C:13](=[O:32])[NH:14][C@H:15]([C:19]1[CH:20]=[C:21]([C:25]2[CH:30]=[CH:29][N:28]=[CH:27][C:26]=2[NH2:31])[CH:22]=[N:23][CH:24]=1)[CH2:16][CH:17]=[CH2:18])([CH3:11])([CH3:10])[CH3:9].N1C=CC=CC=1.C(P1(=O)OP(CCC)(=O)OP(CCC)(=O)O1)CC. The catalyst is CCOC(C)=O. The product is [C:8]([O:12][C:13](=[O:32])[NH:14][C@H:15]([C:19]1[CH:20]=[C:21]([C:25]2[CH:30]=[CH:29][N:28]=[CH:27][C:26]=2[NH:31][C:3](=[O:4])[C@H:2]([CH3:1])[CH:6]=[CH2:7])[CH:22]=[N:23][CH:24]=1)[CH2:16][CH:17]=[CH2:18])([CH3:9])([CH3:10])[CH3:11]. The yield is 0.430.